Task: Regression. Given a peptide amino acid sequence and an MHC pseudo amino acid sequence, predict their binding affinity value. This is MHC class II binding data.. Dataset: Peptide-MHC class II binding affinity with 134,281 pairs from IEDB (1) The peptide sequence is VEIKEFANAVKLRRS. The MHC is HLA-DPA10103-DPB10401 with pseudo-sequence HLA-DPA10103-DPB10401. The binding affinity (normalized) is 0.353. (2) The peptide sequence is GGGGESFGIVVAWQV. The MHC is DRB1_1201 with pseudo-sequence DRB1_1201. The binding affinity (normalized) is 0.468. (3) The peptide sequence is TDIAEMGANLCVERV. The MHC is DRB1_0801 with pseudo-sequence DRB1_0801. The binding affinity (normalized) is 0. (4) The peptide sequence is VQDAATYAVTTFSNV. The binding affinity (normalized) is 0.411. The MHC is DRB1_0405 with pseudo-sequence DRB1_0405. (5) The peptide sequence is ALSVLVGLTAATVAI. The MHC is HLA-DQA10102-DQB10502 with pseudo-sequence HLA-DQA10102-DQB10502. The binding affinity (normalized) is 0.281. (6) The peptide sequence is NTPTKWDNSFLEI. The MHC is DRB1_0301 with pseudo-sequence DRB1_0301. The binding affinity (normalized) is 0.106.